Predict the reactants needed to synthesize the given product. From a dataset of Full USPTO retrosynthesis dataset with 1.9M reactions from patents (1976-2016). (1) Given the product [Br:1][C:2]1[C:7]([CH3:8])=[CH:6][C:5]([S:9][CH3:14])=[C:4]([F:10])[CH:3]=1, predict the reactants needed to synthesize it. The reactants are: [Br:1][C:2]1[C:7]([CH3:8])=[CH:6][C:5]([SH:9])=[C:4]([F:10])[CH:3]=1.[H-].[Na+].I[CH3:14].O. (2) Given the product [CH3:1][C:2]1[CH:7]=[CH:6][C:5]([C:8](=[O:20])[NH:9][C:10]2[CH:15]=[CH:14][CH:13]=[C:12]([C:16]([F:18])([F:17])[F:19])[CH:11]=2)=[CH:4][C:3]=1[NH:21][C:22]([C:24]1[C:28]2[N:29]=[CH:30][N:31]=[C:32]([NH:43][C:40]3[CH:41]=[N:42][C:37]([CH3:36])=[CH:38][CH:39]=3)[C:27]=2[S:26][CH:25]=1)=[O:23], predict the reactants needed to synthesize it. The reactants are: [CH3:1][C:2]1[CH:7]=[CH:6][C:5]([C:8](=[O:20])[NH:9][C:10]2[CH:15]=[CH:14][CH:13]=[C:12]([C:16]([F:19])([F:18])[F:17])[CH:11]=2)=[CH:4][C:3]=1[NH:21][C:22]([C:24]1[C:28]2[N:29]=[CH:30][N:31]=[C:32](S(C)=O)[C:27]=2[S:26][CH:25]=1)=[O:23].[CH3:36][C:37]1[N:42]=[CH:41][C:40]([NH2:43])=[CH:39][CH:38]=1. (3) Given the product [C:1]([N:4]1[C:13]2[C:8](=[CH:9][C:10]([C:14]3[CH:24]=[CH:23][C:17]([C:18]([O:20][CH2:21][CH3:22])=[O:19])=[CH:16][CH:15]=3)=[CH:11][CH:12]=2)[C@H:7]([NH:25][C:28]2[CH:33]=[CH:32][C:31]([Cl:34])=[CH:30][CH:29]=2)[CH2:6][C@@H:5]1[CH3:26])(=[O:3])[CH3:2], predict the reactants needed to synthesize it. The reactants are: [C:1]([N:4]1[C:13]2[C:8](=[CH:9][C:10]([C:14]3[CH:24]=[CH:23][C:17]([C:18]([O:20][CH2:21][CH3:22])=[O:19])=[CH:16][CH:15]=3)=[CH:11][CH:12]=2)[C@H:7]([NH2:25])[CH2:6][C@@H:5]1[CH3:26])(=[O:3])[CH3:2].Br[C:28]1[CH:33]=[CH:32][C:31]([Cl:34])=[CH:30][CH:29]=1.C1(P(C2CCCCC2)C2C=CC=CC=2C2C=CC=CC=2N(C)C)CCCCC1.CC(C)([O-])C.[Na+]. (4) Given the product [Cl:13][CH2:14][CH2:15][CH2:16][C:17](=[CH:5][C:4]1[CH:7]=[CH:8][CH:9]=[CH:10][C:3]=1[C:2]([F:12])([F:11])[F:1])[C:18]([O:20][CH2:21][CH3:22])=[O:19], predict the reactants needed to synthesize it. The reactants are: [F:1][C:2]([F:12])([F:11])[C:3]1[CH:10]=[CH:9][CH:8]=[CH:7][C:4]=1[CH:5]=O.[Cl:13][CH2:14][CH2:15][CH2:16][CH:17](P(OCC)(OCC)=O)[C:18]([O:20][CH2:21][CH3:22])=[O:19].[OH-].[Li+].O. (5) Given the product [C:1]([N:8]([CH2:20][CH2:21][C:22]([C:24]1[CH:29]=[CH:28][CH:27]=[CH:26][CH:25]=1)=[O:23])[NH:9][C:10]([O:12][C:13]([CH3:16])([CH3:15])[CH3:14])=[O:11])([O:3][C:4]([CH3:7])([CH3:6])[CH3:5])=[O:2], predict the reactants needed to synthesize it. The reactants are: [C:1]([NH:8][NH:9][C:10]([O:12][C:13]([CH3:16])([CH3:15])[CH3:14])=[O:11])([O:3][C:4]([CH3:7])([CH3:6])[CH3:5])=[O:2].[H-].[Na+].Cl[CH2:20][CH2:21][C:22]([C:24]1[CH:29]=[CH:28][CH:27]=[CH:26][CH:25]=1)=[O:23].O.